Dataset: Full USPTO retrosynthesis dataset with 1.9M reactions from patents (1976-2016). Task: Predict the reactants needed to synthesize the given product. (1) Given the product [CH3:23][S:20]([C:16]1[CH:15]=[C:14]([N:9]2[CH:10]=[CH:11][C:12](=[O:13])[C:7]([C:5]3[N:31]([C:28]4[CH:29]=[CH:30][C:25]([CH3:33])=[CH:26][CH:27]=4)[N:2]=[CH:3][CH:4]=3)=[N:8]2)[CH:19]=[CH:18][CH:17]=1)(=[O:22])=[O:21], predict the reactants needed to synthesize it. The reactants are: C[N:2](C)/[CH:3]=[CH:4]/[C:5]([C:7]1[C:12](=[O:13])[CH:11]=[CH:10][N:9]([C:14]2[CH:19]=[CH:18][CH:17]=[C:16]([S:20]([CH3:23])(=[O:22])=[O:21])[CH:15]=2)[N:8]=1)=O.[C:25]1([CH3:33])[CH:30]=[CH:29][C:28]([NH:31]N)=[CH:27][CH:26]=1. (2) The reactants are: [CH:1]1[C:10]2[CH:9]=[CH:8][CH:7]=[C:6]([NH2:11])[C:5]=2[CH:4]=[CH:3][N:2]=1.O=[C:13]1[CH2:19][CH2:18][CH2:17][N:16]([C:20](OC(C)(C)C)=O)[CH2:15][CH2:14]1.C(=O)[C:28]1[CH:33]=[CH:32][CH:31]=[CH:30][CH:29]=1. Given the product [CH2:20]([N:16]1[CH2:15][CH2:14][CH2:13][CH:19]([NH:11][C:6]2[C:5]3[CH:4]=[CH:3][N:2]=[CH:1][C:10]=3[CH:9]=[CH:8][CH:7]=2)[CH2:18][CH2:17]1)[C:28]1[CH:33]=[CH:32][CH:31]=[CH:30][CH:29]=1, predict the reactants needed to synthesize it. (3) Given the product [CH3:1][O:2][C:3]1[CH:8]=[CH:7][CH:6]=[CH:5][C:4]=1[CH2:9][CH:10]([CH3:15])[CH2:11][C:12]([Cl:19])=[O:13], predict the reactants needed to synthesize it. The reactants are: [CH3:1][O:2][C:3]1[CH:8]=[CH:7][CH:6]=[CH:5][C:4]=1[CH2:9][CH:10]([CH3:15])[CH2:11][C:12](O)=[O:13].C(Cl)(=O)C([Cl:19])=O. (4) Given the product [ClH:10].[NH2:4][CH:5]([CH:18]([C:23]1[CH:28]=[CH:27][CH:26]=[C:25]([F:29])[CH:24]=1)[CH2:17][C:14]1[CH:13]=[CH:12][C:11]([Cl:10])=[CH:16][CH:15]=1)[CH3:7], predict the reactants needed to synthesize it. The reactants are: Cl.CO[NH:4][CH3:5].[Cl-].[CH3:7][Al+]C.[Cl:10][C:11]1[CH:16]=[CH:15][C:14]([CH2:17][CH:18]([C:23]2[CH:28]=[CH:27][CH:26]=[C:25]([F:29])[CH:24]=2)C(OC)=O)=[CH:13][CH:12]=1.